From a dataset of Peptide-MHC class I binding affinity with 185,985 pairs from IEDB/IMGT. Regression. Given a peptide amino acid sequence and an MHC pseudo amino acid sequence, predict their binding affinity value. This is MHC class I binding data. (1) The peptide sequence is FIRRKYLIY. The MHC is HLA-A03:01 with pseudo-sequence HLA-A03:01. The binding affinity (normalized) is 0.324. (2) The peptide sequence is FLKEKGGL. The MHC is HLA-A31:01 with pseudo-sequence HLA-A31:01. The binding affinity (normalized) is 0.0835.